From a dataset of Full USPTO retrosynthesis dataset with 1.9M reactions from patents (1976-2016). Predict the reactants needed to synthesize the given product. (1) Given the product [CH3:1][C:2]1[N:3]([CH2:13][C:14]2[CH:23]=[CH:22][C:21]3[C:16](=[CH:17][CH:18]=[CH:19][CH:20]=3)[CH:15]=2)[CH:4]=[C:5]([C:7]([O:9][CH2:10][CH3:11])=[O:8])[N:6]=1, predict the reactants needed to synthesize it. The reactants are: [CH3:1][C:2]1[NH:3][CH:4]=[C:5]([C:7]([O:9][CH2:10][CH3:11])=[O:8])[N:6]=1.Br[CH2:13][C:14]1[CH:23]=[CH:22][C:21]2[C:16](=[CH:17][CH:18]=[CH:19][CH:20]=2)[CH:15]=1. (2) Given the product [OH:10][C:7]1[CH:8]=[CH:9][C:2]([B:16]2[O:20][C:19]([CH3:22])([CH3:21])[C:18]([CH3:24])([CH3:23])[O:17]2)=[C:3]([CH:6]=1)[CH:4]=[O:5], predict the reactants needed to synthesize it. The reactants are: Br[C:2]1[CH:9]=[CH:8][C:7]([OH:10])=[CH:6][C:3]=1[CH:4]=[O:5].C([O-])(=O)C.[K+].[B:16]1([B:16]2[O:20][C:19]([CH3:22])([CH3:21])[C:18]([CH3:24])([CH3:23])[O:17]2)[O:20][C:19]([CH3:22])([CH3:21])[C:18]([CH3:24])([CH3:23])[O:17]1. (3) The reactants are: [C:1]([O:5][C:6]([C:8]1[C:14]2[NH:15][C:16]3[CH:17]=[C:18]([F:22])[CH:19]=[CH:20][C:21]=3[C:13]=2[C:12]([CH3:24])([CH3:23])[CH2:11][N:10]([C:25]([N:27]2[CH2:32][CH2:31][N:30]([CH3:33])[CH2:29][CH2:28]2)=[O:26])[CH:9]=1)=[O:7])(C)([CH3:3])[CH3:2].CCN(C(C)C)C(C)C.ClC(Cl)(OC(=O)OC(Cl)(Cl)Cl)Cl.CN1CCNCC1. Given the product [F:22][C:18]1[CH:19]=[CH:20][C:21]2[C:13]3[C:12]([CH3:23])([CH3:24])[CH2:11][N:10]([C:25]([N:27]4[CH2:28][CH2:29][N:30]([CH3:33])[CH2:31][CH2:32]4)=[O:26])[CH:9]=[C:8]([C:6]([O:5][CH:1]([CH3:3])[CH3:2])=[O:7])[C:14]=3[NH:15][C:16]=2[CH:17]=1, predict the reactants needed to synthesize it. (4) Given the product [I-:18].[CH3:1][N:2]([CH3:15])[C:3]1[CH:4]=[CH:5][C:6]([C:9]2[CH:10]=[CH:11][N+:12]([CH2:19][CH2:16][CH3:17])=[CH:13][CH:14]=2)=[CH:7][CH:8]=1, predict the reactants needed to synthesize it. The reactants are: [CH3:1][N:2]([CH3:15])[C:3]1[CH:8]=[CH:7][C:6]([C:9]2[CH:14]=[CH:13][N:12]=[CH:11][CH:10]=2)=[CH:5][CH:4]=1.[CH2:16]([I:18])[CH3:17].[CH3:19]COCC. (5) Given the product [CH3:1][C:2]1[CH:7]=[CH:6][C:5]([S:8]([O:11][CH2:12][CH:13]2[CH2:17][C:16]3[CH:18]=[CH:19][CH:20]=[C:21](/[CH:30]=[CH:29]/[C:23]4[CH:28]=[CH:27][CH:26]=[CH:25][CH:24]=4)[C:15]=3[O:14]2)(=[O:10])=[O:9])=[CH:4][CH:3]=1, predict the reactants needed to synthesize it. The reactants are: [CH3:1][C:2]1[CH:7]=[CH:6][C:5]([S:8]([O:11][CH2:12][CH:13]2[CH2:17][C:16]3[CH:18]=[CH:19][CH:20]=[C:21](Br)[C:15]=3[O:14]2)(=[O:10])=[O:9])=[CH:4][CH:3]=1.[C:23]1(/[CH:29]=[CH:30]/B(O)O)[CH:28]=[CH:27][CH:26]=[CH:25][CH:24]=1.C(=O)([O-])[O-].[K+].[K+]. (6) The reactants are: FC(F)(F)S(O[C@H:7]([CH2:12][N:13]([C:18]1[CH:23]=[CH:22][C:21]([O:24][C:25]2[CH:30]=[CH:29][C:28]([C:31]([F:34])([F:33])[F:32])=[CH:27][CH:26]=2)=[CH:20][CH:19]=1)[S:14]([CH3:17])(=[O:16])=[O:15])[C:8]([O:10][CH3:11])=[O:9])(=O)=O.[NH:37]1[CH2:42][CH2:41][O:40][CH2:39][CH2:38]1.C(Cl)Cl.O. Given the product [N:37]1([C@@H:7]([CH2:12][N:13]([C:18]2[CH:19]=[CH:20][C:21]([O:24][C:25]3[CH:30]=[CH:29][C:28]([C:31]([F:32])([F:33])[F:34])=[CH:27][CH:26]=3)=[CH:22][CH:23]=2)[S:14]([CH3:17])(=[O:16])=[O:15])[C:8]([O:10][CH3:11])=[O:9])[CH2:42][CH2:41][O:40][CH2:39][CH2:38]1, predict the reactants needed to synthesize it. (7) Given the product [OH:67][C:64]1[CH:63]=[CH:62][C:61]([CH2:60][CH2:59][C:41]2[C:42]([C:44]3[CH:49]=[CH:48][CH:47]=[C:46]([O:50][CH2:51][CH2:52][N:53]4[CH2:58][CH2:57][CH2:56][CH2:55][CH2:54]4)[CH:45]=3)=[CH:43][C:38]([OH:37])=[CH:39][CH:40]=2)=[CH:66][CH:65]=1, predict the reactants needed to synthesize it. The reactants are: COC1C=CC(CCC2C=CC(OC)=CC=2)=C(C2C=CC=C(O)C=2)C=1.Cl.ClCCN1CCCCC1.C[O:37][C:38]1[CH:39]=[CH:40][C:41]([CH2:59][CH2:60][C:61]2[CH:66]=[CH:65][C:64]([O:67]C)=[CH:63][CH:62]=2)=[C:42]([C:44]2[CH:49]=[CH:48][CH:47]=[C:46]([O:50][CH2:51][CH2:52][N:53]3[CH2:58][CH2:57][CH2:56][CH2:55][CH2:54]3)[CH:45]=2)[CH:43]=1.